From a dataset of Reaction yield outcomes from USPTO patents with 853,638 reactions. Predict the reaction yield, written as a fraction of the theoretical maximum amount of product (1.0 means a 100% yield; for example, 0.34 means a 34% yield). (1) The reactants are [CH3:1][C:2](=[CH:8][C:9]1[CH:14]=[CH:13][C:12]([CH3:15])=[CH:11][CH:10]=1)[C:3](OCC)=[O:4]. The catalyst is C1(C)C=CC=CC=1. The product is [CH3:1][C:2](=[CH:8][C:9]1[CH:10]=[CH:11][C:12]([CH3:15])=[CH:13][CH:14]=1)[CH2:3][OH:4]. The yield is 0.939. (2) The reactants are [Cl:1][C:2]1[CH:7]=[CH:6][C:5]([S:8][CH:9]([C:20]2[CH:25]=[C:24]([F:26])[CH:23]=[CH:22][C:21]=2[F:27])[C:10]2[C:11]([CH3:19])=[CH:12][C:13]([C:16]([OH:18])=O)=[N:14][CH:15]=2)=[CH:4][CH:3]=1.F[P-](F)(F)(F)(F)F.[N:35]1(O[P+](N2CCCC2)(N2CCCC2)N2CCCC2)C2C=CC=CC=2N=N1.ON1C2C=CC=CC=2N=N1.[Cl-].[NH4+].C(N(C(C)C)C(C)C)C. The catalyst is CN(C)C=O.C(OCC)(=O)C. The product is [Cl:1][C:2]1[CH:3]=[CH:4][C:5]([S:8][CH:9]([C:20]2[CH:25]=[C:24]([F:26])[CH:23]=[CH:22][C:21]=2[F:27])[C:10]2[C:11]([CH3:19])=[CH:12][C:13]([C:16]([NH2:35])=[O:18])=[N:14][CH:15]=2)=[CH:6][CH:7]=1. The yield is 0.980. (3) The reactants are [NH2:1][C:2]1[CH:3]=[C:4]([CH:17]=[CH:18][C:19]=1[CH3:20])[CH2:5][C:6]1[N:7]=[CH:8][N:9]([S:11]([N:14]([CH3:16])[CH3:15])(=[O:13])=[O:12])[CH:10]=1.[CH2:21]([S:23](Cl)(=[O:25])=[O:24])[CH3:22]. No catalyst specified. The product is [CH2:21]([S:23]([NH:1][C:2]1[CH:3]=[C:4]([CH:17]=[CH:18][C:19]=1[CH3:20])[CH2:5][C:6]1[N:7]=[CH:8][N:9]([S:11]([N:14]([CH3:15])[CH3:16])(=[O:12])=[O:13])[CH:10]=1)(=[O:25])=[O:24])[CH3:22]. The yield is 0.880. (4) The yield is 0.340. The catalyst is CN(C=O)C. The product is [Cl-:64].[CH:43]([O:42][C:40]([C:37]1([O:36]/[N:35]=[C:14](/[C:12]2[N:13]=[C:9]([NH:8][C:6]([O:5][C:1]([CH3:4])([CH3:3])[CH3:2])=[O:7])[S:10][CH:11]=2)\[C:15]([NH:17][C@@H:18]2[C:21](=[O:22])[NH:20][C@@H:19]2[CH2:23][N:24]2[N:28]=[C:27]([CH2:29][S:65][CH:66]3[CH2:73][N:69]4[CH:70]=[N:71][CH:72]=[N+:68]4[CH2:67]3)[CH:26]=[N:25]2)=[O:16])[CH2:39][CH2:38]1)=[O:41])([C:50]1[CH:51]=[CH:52][CH:53]=[CH:54][CH:55]=1)[C:44]1[CH:45]=[CH:46][CH:47]=[CH:48][CH:49]=1. The reactants are [C:1]([O:5][C:6]([NH:8][C:9]1[S:10][CH:11]=[C:12](/[C:14](=[N:35]/[O:36][C:37]2([C:40]([O:42][CH:43]([C:50]3[CH:55]=[CH:54][CH:53]=[CH:52][CH:51]=3)[C:44]3[CH:49]=[CH:48][CH:47]=[CH:46][CH:45]=3)=[O:41])[CH2:39][CH2:38]2)/[C:15]([NH:17][C@@H:18]2[C:21](=[O:22])[NH:20][C@@H:19]2[CH2:23][N:24]2[N:28]=[C:27]([CH2:29]OS(C)(=O)=O)[CH:26]=[N:25]2)=[O:16])[N:13]=1)=[O:7])([CH3:4])([CH3:3])[CH3:2].[I-].[Na+].C(=O)([O-])[O-].[Cs+].[Cs+].[Cl-:64].[SH:65][CH:66]1[CH2:73][N:69]2[CH:70]=[N:71][CH:72]=[N+:68]2[CH2:67]1. (5) The reactants are [K].[CH3:2][O:3][C:4]1[CH:9]=[C:8]([N+:10]([O-:12])=[O:11])[CH:7]=[CH:6][C:5]=1[OH:13].[Br:14][CH2:15][CH2:16]Br.[OH-].[K+]. The catalyst is [Br-].C([N+](CCCC)(CCCC)CCCC)CCC.CCOC(C)=O.C(Cl)Cl. The product is [Br:14][CH2:15][CH2:16][O:13][C:5]1[CH:6]=[CH:7][C:8]([N+:10]([O-:12])=[O:11])=[CH:9][C:4]=1[O:3][CH3:2]. The yield is 0.720. (6) The reactants are [NH2:1][C:2]1[CH:3]=[C:4]([CH:21]=[CH:22][CH:23]=1)[O:5][C:6]1[CH:7]=[CH:8][C:9]2[N:10]([CH:12]=[C:13]([NH:15][C:16](=[O:20])[CH2:17][O:18][CH3:19])[N:14]=2)[N:11]=1.[CH3:24][N:25]1[C:29]([C:30](Cl)=[O:31])=[CH:28][C:27]([CH3:33])=[N:26]1. The catalyst is CN(C)C(=O)C. The product is [CH3:19][O:18][CH2:17][C:16]([NH:15][C:13]1[N:14]=[C:9]2[CH:8]=[CH:7][C:6]([O:5][C:4]3[CH:3]=[C:2]([NH:1][C:30]([C:29]4[N:25]([CH3:24])[N:26]=[C:27]([CH3:33])[CH:28]=4)=[O:31])[CH:23]=[CH:22][CH:21]=3)=[N:11][N:10]2[CH:12]=1)=[O:20]. The yield is 0.640.